Dataset: Reaction yield outcomes from USPTO patents with 853,638 reactions. Task: Predict the reaction yield, written as a fraction of the theoretical maximum amount of product (1.0 means a 100% yield; for example, 0.34 means a 34% yield). (1) The reactants are [F:1][C:2]1[CH:23]=[CH:22][C:5]2[CH2:6][CH2:7][CH2:8][C:9]3[S:13][C:12]([NH:14][C:15](=[O:21])[CH2:16][CH2:17][CH2:18][CH2:19][NH2:20])=[N:11][C:10]=3[C:4]=2[CH:3]=1.C(N(CC)CC)C.[CH3:31][S:32](Cl)(=[O:34])=[O:33]. The catalyst is C1COCC1. The product is [F:1][C:2]1[CH:23]=[CH:22][C:5]2[CH2:6][CH2:7][CH2:8][C:9]3[S:13][C:12]([NH:14][C:15](=[O:21])[CH2:16][CH2:17][CH2:18][CH2:19][NH:20][S:32]([CH3:31])(=[O:34])=[O:33])=[N:11][C:10]=3[C:4]=2[CH:3]=1. The yield is 0.380. (2) The reactants are C(N(CC)CC)C.[CH3:8][S:9](Cl)(=[O:11])=[O:10].[OH:13][CH2:14][C:15]1([C:18]([O:20][CH2:21][CH3:22])=[O:19])[CH2:17][CH2:16]1. The catalyst is ClCCl.O. The product is [CH3:8][S:9]([O:13][CH2:14][C:15]1([C:18]([O:20][CH2:21][CH3:22])=[O:19])[CH2:17][CH2:16]1)(=[O:11])=[O:10]. The yield is 0.940. (3) The reactants are [C:1]1([C:7]2[C:8]3[CH:18]=[CH:17][CH:16]=[CH:15][C:9]=3[NH:10][C:11](=[O:14])[CH2:12][N:13]=2)[CH:6]=[CH:5][CH:4]=[CH:3][CH:2]=1.Br[CH2:20][CH2:21][CH2:22][CH2:23][CH2:24][C:25]([O:27][CH2:28][CH3:29])=[O:26].C(=O)([O-])[O-].[K+].[K+]. The catalyst is CN(C=O)C. The product is [O:14]=[C:11]1[N:10]([CH2:20][CH2:21][CH2:22][CH2:23][CH2:24][C:25]([O:27][CH2:28][CH3:29])=[O:26])[C:9]2[CH:15]=[CH:16][CH:17]=[CH:18][C:8]=2[C:7]([C:1]2[CH:2]=[CH:3][CH:4]=[CH:5][CH:6]=2)=[N:13][CH2:12]1. The yield is 0.630. (4) The reactants are [CH2:1]([C:3]1[CH:8]=[CH:7][C:6]([O:9]C)=[C:5]([O:11][C:12]2[CH:17]=[CH:16][CH:15]=[CH:14][C:13]=2[CH3:18])[CH:4]=1)[CH3:2].B(Br)(Br)Br. The yield is 0.530. The product is [CH2:1]([C:3]1[CH:8]=[CH:7][C:6]([OH:9])=[C:5]([O:11][C:12]2[CH:17]=[CH:16][CH:15]=[CH:14][C:13]=2[CH3:18])[CH:4]=1)[CH3:2]. The catalyst is ClCCl. (5) The reactants are [C:1]([C:5]1[CH:10]=[CH:9][C:8]([N+:11]([O-:13])=[O:12])=[CH:7][C:6]=1[S:14](Cl)(=[O:16])=[O:15])([CH3:4])([CH3:3])[CH3:2].[NH4+:18].[OH-]. The catalyst is CCOCC.O. The product is [C:1]([C:5]1[CH:10]=[CH:9][C:8]([N+:11]([O-:13])=[O:12])=[CH:7][C:6]=1[S:14]([NH2:18])(=[O:16])=[O:15])([CH3:4])([CH3:3])[CH3:2]. The yield is 0.340. (6) The reactants are [C:1](OCCl)(=O)[C:2](C)([CH3:4])[CH3:3].[CH3:10][O:11][C:12]1[CH:13]=[C:14]2[C:19](=[CH:20][C:21]=1[O:22][CH2:23][C:24]1[CH:29]=[CH:28][CH:27]=[CH:26][CH:25]=1)[N:18]=[CH:17][NH:16][C:15]2=[O:30].[C:31](=[O:34])([O-])[O-:32].[K+].[K+].[CH3:37]C(N(C)C)=O. No catalyst specified. The product is [CH2:23]([O:22][C:21]1[CH:20]=[C:19]2[C:14]([C:15](=[O:30])[N:16]([CH2:37][C:31]([O:32][C:2]([CH3:4])([CH3:3])[CH3:1])=[O:34])[CH:17]=[N:18]2)=[CH:13][C:12]=1[O:11][CH3:10])[C:24]1[CH:25]=[CH:26][CH:27]=[CH:28][CH:29]=1. The yield is 1.00. (7) The reactants are [Cl:1][C:2]1[CH:3]=[CH:4][C:5]([NH2:23])=[C:6]2[C:10]=1[N:9]=[C:8]1[N:11]([C:15]3[CH:20]=[CH:19][C:18]([Cl:21])=[CH:17][C:16]=3[Cl:22])[CH2:12][CH2:13][CH2:14][N:7]21.C(O[C:27]1(O[Si](C)(C)C)[CH2:29][CH2:28]1)C.[C:35]([BH3-])#N.[Na+].[C:39](O)(=O)[CH3:40]. The catalyst is CO.C(OCC)(=O)C. The product is [Cl:1][C:2]1[CH:3]=[CH:4][C:5]([N:23]([CH:27]2[CH2:28][CH2:29]2)[CH:40]2[CH2:39][CH2:35]2)=[C:6]2[C:10]=1[N:9]=[C:8]1[N:11]([C:15]3[CH:20]=[CH:19][C:18]([Cl:21])=[CH:17][C:16]=3[Cl:22])[CH2:12][CH2:13][CH2:14][N:7]21. The yield is 0.190. (8) The reactants are [N+:1]([C:4]1[CH:5]=[C:6]([NH:10][C:11]2[CH:26]=[C:15]3[C:16]4[C:21]([CH2:22][CH2:23][N:14]3[C:13](=[O:27])[N:12]=2)=[CH:20][C:19]([O:24][CH3:25])=[CH:18][CH:17]=4)[CH:7]=[CH:8][CH:9]=1)([O-])=O.CO. The catalyst is CC(O)=O.[Zn]. The product is [NH2:1][C:4]1[CH:5]=[C:6]([NH:10][C:11]2[CH:26]=[C:15]3[C:16]4[C:21]([CH2:22][CH2:23][N:14]3[C:13](=[O:27])[N:12]=2)=[CH:20][C:19]([O:24][CH3:25])=[CH:18][CH:17]=4)[CH:7]=[CH:8][CH:9]=1. The yield is 0.460. (9) The reactants are [Br:1][C:2]1[CH:3]=[C:4]([CH:7]=[CH:8][C:9]=1[O:10][C:11]1[CH:16]=[CH:15][C:14]([CH:17]=[O:18])=[CH:13][N:12]=1)[C:5]#[N:6].C(=O)([O-])[O-:20].[K+].[K+].OO.O. The catalyst is CS(C)=O. The product is [Br:1][C:2]1[CH:3]=[C:4]([CH:7]=[CH:8][C:9]=1[O:10][C:11]1[CH:16]=[CH:15][C:14]([CH:17]=[O:18])=[CH:13][N:12]=1)[C:5]([NH2:6])=[O:20]. The yield is 0.820.